This data is from CYP2D6 inhibition data for predicting drug metabolism from PubChem BioAssay. The task is: Regression/Classification. Given a drug SMILES string, predict its absorption, distribution, metabolism, or excretion properties. Task type varies by dataset: regression for continuous measurements (e.g., permeability, clearance, half-life) or binary classification for categorical outcomes (e.g., BBB penetration, CYP inhibition). Dataset: cyp2d6_veith. (1) The molecule is Cc1ccccc1OC/C(O)=C(\C#N)c1nc2ccccc2[nH]1. The result is 0 (non-inhibitor). (2) The drug is O=C(c1cc(C(F)(F)F)cc(C(F)(F)F)c1)N1CCC2(CCCN(Cc3ccncc3)C2)CC1. The result is 0 (non-inhibitor).